Dataset: Catalyst prediction with 721,799 reactions and 888 catalyst types from USPTO. Task: Predict which catalyst facilitates the given reaction. (1) Reactant: [Br:1][C:2]1[CH:3]=[CH:4][C:5](Cl)=[N:6][CH:7]=1.[NH:9]1[CH2:12][CH2:11][CH2:10]1.N1C=CC=CC=1. Product: [N:9]1([C:5]2[CH:4]=[CH:3][C:2]([Br:1])=[CH:7][N:6]=2)[CH2:12][CH2:11][CH2:10]1. The catalyst class is: 44. (2) Reactant: [C:1]([O:4][CH2:5][CH2:6][C:7]1[CH:12]=[CH:11][C:10]([NH2:13])=[CH:9][CH:8]=1)(=[O:3])[CH3:2].C(=O)(O)[O-].[Na+].[CH2:19]([O:26][C:27](Cl)=[O:28])[C:20]1[CH:25]=[CH:24][CH:23]=[CH:22][CH:21]=1.Cl. Product: [C:1]([O:4][CH2:5][CH2:6][C:7]1[CH:8]=[CH:9][C:10]([NH:13][C:27]([O:26][CH2:19][C:20]2[CH:25]=[CH:24][CH:23]=[CH:22][CH:21]=2)=[O:28])=[CH:11][CH:12]=1)(=[O:3])[CH3:2]. The catalyst class is: 13. (3) Reactant: [CH2:1]([N:6]1[C:14]2[C:9](=[CH:10][CH:11]=[CH:12][CH:13]=2)[C:8]2([C:18]3[CH:19]=[N+:20]([O-])[CH:21]=[CH:22][C:17]=3[O:16][CH2:15]2)[C:7]1=[O:24])[CH2:2][CH2:3][CH2:4][CH3:5].C(N(CC)CC)C.FC(F)(F)C(OC(=O)C(F)(F)F)=[O:35].[OH-].[Na+]. Product: [CH2:1]([N:6]1[C:14]2[C:9](=[CH:10][CH:11]=[CH:12][CH:13]=2)[C:8]2([C:18]3[C:19](=[O:35])[NH:20][CH:21]=[CH:22][C:17]=3[O:16][CH2:15]2)[C:7]1=[O:24])[CH2:2][CH2:3][CH2:4][CH3:5]. The catalyst class is: 83. (4) Reactant: [Br:1][C:2]1[CH:3]=[C:4](F)[C:5]([N+:13]([O-:15])=[O:14])=[C:6]([N:8]2[CH:12]=[CH:11][CH:10]=[N:9]2)[CH:7]=1.[NH3:17]. Product: [Br:1][C:2]1[CH:7]=[C:6]([N:8]2[CH:12]=[CH:11][CH:10]=[N:9]2)[C:5]([N+:13]([O-:15])=[O:14])=[C:4]([NH2:17])[CH:3]=1. The catalyst class is: 357. (5) Reactant: [NH2:1][C:2]1[N:7]=[C:6]([CH3:8])[N:5]=[C:4]([C:9]2[N:13]3[N:14]=[CH:15][CH:16]=[CH:17][C:12]3=[N:11][C:10]=2[NH:18][C:19]2[CH:24]=[CH:23][C:22]([NH2:25])=[CH:21][CH:20]=2)[CH:3]=1.[C:26](Cl)(=[O:37])[O:27][C:28]1[CH:33]=[CH:32][C:31]([N+:34]([O-:36])=[O:35])=[CH:30][CH:29]=1.C(N(C(C)C)C(C)C)C. Product: [NH2:1][C:2]1[N:7]=[C:6]([CH3:8])[N:5]=[C:4]([C:9]2[N:13]3[N:14]=[CH:15][CH:16]=[CH:17][C:12]3=[N:11][C:10]=2[NH:18][C:19]2[CH:24]=[CH:23][C:22]([NH:25][C:26](=[O:37])[O:27][C:28]3[CH:29]=[CH:30][C:31]([N+:34]([O-:36])=[O:35])=[CH:32][CH:33]=3)=[CH:21][CH:20]=2)[CH:3]=1. The catalyst class is: 118. (6) Reactant: Cl[C:2]1[N:3]=[C:4](Cl)[C:5]2[CH:10]=[CH:9][NH:8][C:6]=2[N:7]=1.[NH2:12][C:13]1[CH:21]=[C:20]2[C:16]([CH:17]=[N:18][NH:19]2)=[CH:15][CH:14]=1. Product: [NH:19]1[C:20]2[C:16](=[CH:15][CH:14]=[C:13]([NH:12][C:2]3[N:3]=[C:4]([NH:12][C:13]4[CH:21]=[C:20]5[C:16]([CH:17]=[N:18][NH:19]5)=[CH:15][CH:14]=4)[C:5]4[CH:10]=[CH:9][NH:8][C:6]=4[N:7]=3)[CH:21]=2)[CH:17]=[N:18]1. The catalyst class is: 51. (7) Reactant: [CH3:1][NH:2][CH2:3][CH2:4][CH:5]([C:7]1[CH:12]=[CH:11][CH:10]=[CH:9][CH:8]=1)[OH:6].[C:24]([O:23][C:21](O[C:21]([O:23][C:24]([CH3:27])([CH3:26])[CH3:25])=[O:22])=[O:22])([CH3:27])([CH3:26])[CH3:25]. Product: [OH:6][CH:5]([C:7]1[CH:12]=[CH:11][CH:10]=[CH:9][CH:8]=1)[CH2:4][CH2:3][N:2]([CH3:1])[C:21](=[O:22])[O:23][C:24]([CH3:25])([CH3:26])[CH3:27]. The catalyst class is: 7.